Dataset: Catalyst prediction with 721,799 reactions and 888 catalyst types from USPTO. Task: Predict which catalyst facilitates the given reaction. (1) Reactant: [CH2:1]([N:8]1[C:13](Cl)=[C:12](Br)[C:11](=[O:16])[N:10]([CH2:17][C:18]2[CH:23]=[CH:22][CH:21]=[CH:20][CH:19]=2)[C:9]1=[O:24])[C:2]1[CH:7]=[CH:6][CH:5]=[CH:4][CH:3]=1.[Cl:25][C:26]1[CH:31]=[CH:30][C:29](B(O)O)=[CH:28][CH:27]=1.C([O-])([O-])=O.[Na+].[Na+]. Product: [CH2:1]([N:8]1[C:13]([C:29]2[CH:30]=[CH:31][C:26]([Cl:25])=[CH:27][CH:28]=2)=[C:12]([C:29]2[CH:30]=[CH:31][C:26]([Cl:25])=[CH:27][CH:28]=2)[C:11](=[O:16])[N:10]([CH2:17][C:18]2[CH:23]=[CH:22][CH:21]=[CH:20][CH:19]=2)[C:9]1=[O:24])[C:2]1[CH:7]=[CH:6][CH:5]=[CH:4][CH:3]=1. The catalyst class is: 398. (2) Reactant: [CH3:1][C:2]1[N:6]([C@H:7]2[CH2:13][C@H:12]3[N:14]([CH2:15][CH2:16][C@H:17]([NH:24][C:25]([CH:27]4[CH2:32][CH2:31][C:30]([F:34])([F:33])[CH2:29][CH2:28]4)=[O:26])[C:18]4[CH:19]=[CH:20][CH:21]=[CH:22][CH:23]=4)[C@H:9]([CH2:10][CH2:11]3)[CH2:8]2)[C:5]([CH:35]([CH3:37])[CH3:36])=[N:4][N:3]=1.C(Cl)Cl. Product: [CH3:1][C:2]1[N:6]([C@H:7]2[CH2:13][C@H:12]3[N:14]([CH2:15][CH2:16][C@H:17]([NH:24][C:25]([CH:27]4[CH2:28][CH2:29][C:30]([F:34])([F:33])[CH2:31][CH2:32]4)=[O:26])[C:18]4[CH:23]=[CH:22][CH:21]=[CH:20][CH:19]=4)[C@H:9]([CH2:10][CH2:11]3)[CH2:8]2)[C:5]([CH:35]([CH3:37])[CH3:36])=[N:4][N:3]=1. The catalyst class is: 13.